This data is from NCI-60 drug combinations with 297,098 pairs across 59 cell lines. The task is: Regression. Given two drug SMILES strings and cell line genomic features, predict the synergy score measuring deviation from expected non-interaction effect. (1) Drug 1: COC1=CC(=CC(=C1O)OC)C2C3C(COC3=O)C(C4=CC5=C(C=C24)OCO5)OC6C(C(C7C(O6)COC(O7)C8=CC=CS8)O)O. Drug 2: CN(C)C1=NC(=NC(=N1)N(C)C)N(C)C. Cell line: IGROV1. Synergy scores: CSS=38.9, Synergy_ZIP=5.29, Synergy_Bliss=4.88, Synergy_Loewe=-38.0, Synergy_HSA=6.00. (2) Drug 1: CC1C(C(CC(O1)OC2CC(OC(C2O)C)OC3=CC4=CC5=C(C(=O)C(C(C5)C(C(=O)C(C(C)O)O)OC)OC6CC(C(C(O6)C)O)OC7CC(C(C(O7)C)O)OC8CC(C(C(O8)C)O)(C)O)C(=C4C(=C3C)O)O)O)O. Drug 2: CN1C2=C(C=C(C=C2)N(CCCl)CCCl)N=C1CCCC(=O)O.Cl. Cell line: NCI-H322M. Synergy scores: CSS=39.2, Synergy_ZIP=3.02, Synergy_Bliss=5.38, Synergy_Loewe=-43.8, Synergy_HSA=2.01. (3) Drug 1: C1CCC(C1)C(CC#N)N2C=C(C=N2)C3=C4C=CNC4=NC=N3. Drug 2: CC1C(C(CC(O1)OC2CC(CC3=C2C(=C4C(=C3O)C(=O)C5=C(C4=O)C(=CC=C5)OC)O)(C(=O)CO)O)N)O.Cl. Cell line: A498. Synergy scores: CSS=58.2, Synergy_ZIP=4.51, Synergy_Bliss=6.06, Synergy_Loewe=-30.3, Synergy_HSA=6.02. (4) Drug 1: C1=CC(=CC=C1CCC2=CNC3=C2C(=O)NC(=N3)N)C(=O)NC(CCC(=O)O)C(=O)O. Drug 2: CCC(=C(C1=CC=CC=C1)C2=CC=C(C=C2)OCCN(C)C)C3=CC=CC=C3.C(C(=O)O)C(CC(=O)O)(C(=O)O)O. Cell line: CCRF-CEM. Synergy scores: CSS=44.7, Synergy_ZIP=4.68, Synergy_Bliss=2.37, Synergy_Loewe=-12.4, Synergy_HSA=1.40. (5) Drug 1: C1C(C(OC1N2C=C(C(=O)NC2=O)F)CO)O. Drug 2: C1=NC2=C(N=C(N=C2N1C3C(C(C(O3)CO)O)O)F)N. Cell line: HOP-92. Synergy scores: CSS=22.5, Synergy_ZIP=-6.71, Synergy_Bliss=-5.10, Synergy_Loewe=-7.91, Synergy_HSA=-2.09. (6) Cell line: K-562. Drug 2: CC1=C2C(C(=O)C3(C(CC4C(C3C(C(C2(C)C)(CC1OC(=O)C(C(C5=CC=CC=C5)NC(=O)C6=CC=CC=C6)O)O)OC(=O)C7=CC=CC=C7)(CO4)OC(=O)C)O)C)OC(=O)C. Synergy scores: CSS=69.1, Synergy_ZIP=1.20, Synergy_Bliss=-1.85, Synergy_Loewe=-4.59, Synergy_HSA=-1.25. Drug 1: CC1=C2C(C(=O)C3(C(CC4C(C3C(C(C2(C)C)(CC1OC(=O)C(C(C5=CC=CC=C5)NC(=O)OC(C)(C)C)O)O)OC(=O)C6=CC=CC=C6)(CO4)OC(=O)C)OC)C)OC. (7) Synergy scores: CSS=7.41, Synergy_ZIP=-2.44, Synergy_Bliss=-4.75, Synergy_Loewe=-0.393, Synergy_HSA=-6.33. Drug 1: CCN(CC)CCNC(=O)C1=C(NC(=C1C)C=C2C3=C(C=CC(=C3)F)NC2=O)C. Cell line: HOP-62. Drug 2: C1=CN(C=N1)CC(O)(P(=O)(O)O)P(=O)(O)O. (8) Drug 1: CNC(=O)C1=NC=CC(=C1)OC2=CC=C(C=C2)NC(=O)NC3=CC(=C(C=C3)Cl)C(F)(F)F. Drug 2: C1=NC2=C(N1)C(=S)N=CN2. Cell line: IGROV1. Synergy scores: CSS=10.9, Synergy_ZIP=-3.84, Synergy_Bliss=2.18, Synergy_Loewe=-5.58, Synergy_HSA=0.204. (9) Drug 1: CC1C(C(CC(O1)OC2CC(CC3=C2C(=C4C(=C3O)C(=O)C5=C(C4=O)C(=CC=C5)OC)O)(C(=O)CO)O)N)O.Cl. Drug 2: CN(C)N=NC1=C(NC=N1)C(=O)N. Cell line: A498. Synergy scores: CSS=3.80, Synergy_ZIP=-2.06, Synergy_Bliss=4.47, Synergy_Loewe=3.87, Synergy_HSA=4.20.